From a dataset of Full USPTO retrosynthesis dataset with 1.9M reactions from patents (1976-2016). Predict the reactants needed to synthesize the given product. (1) Given the product [CH2:13]([NH:20][C:21]1[CH:26]=[C:25]([N:27]2[CH2:32][CH2:31][N:30]([CH3:33])[CH2:29][CH2:28]2)[CH:24]=[CH:23][C:22]=1[NH:34][C:10]([C:4]1[CH:5]=[C:6]([CH3:9])[C:7](=[O:8])[N:2]([CH3:1])[CH:3]=1)=[O:12])[C:14]1[CH:15]=[CH:16][CH:17]=[CH:18][CH:19]=1, predict the reactants needed to synthesize it. The reactants are: [CH3:1][N:2]1[C:7](=[O:8])[C:6]([CH3:9])=[CH:5][C:4]([C:10]([OH:12])=O)=[CH:3]1.[CH2:13]([NH:20][C:21]1[C:22]([NH2:34])=[CH:23][CH:24]=[C:25]([N:27]2[CH2:32][CH2:31][N:30]([CH3:33])[CH2:29][CH2:28]2)[CH:26]=1)[C:14]1[CH:19]=[CH:18][CH:17]=[CH:16][CH:15]=1.C(N(CC)CC)C. (2) Given the product [F:21][C:2]1([F:1])[CH2:5][CH:4]([C:6]2[CH:11]=[C:10]([F:12])[CH:9]=[CH:8][C:7]=2[OH:13])[CH2:3]1, predict the reactants needed to synthesize it. The reactants are: [F:1][C:2]1([F:21])[CH2:5][CH:4]([C:6]2[CH:11]=[C:10]([F:12])[CH:9]=[CH:8][C:7]=2[O:13]CC2C=CC=CC=2)[CH2:3]1. (3) The reactants are: [Cl:1][C:2]1[CH:7]=[CH:6][C:5]([C:8]2([C:12]([OH:14])=O)[CH2:11][CH2:10][CH2:9]2)=[CH:4][CH:3]=1.[NH2:15][CH2:16][CH2:17][CH2:18][N:19]1[CH2:24][CH2:23][CH:22]([C:25]2[CH:26]=[C:27]([NH:31][C:32](=[O:35])[CH2:33][CH3:34])[CH:28]=[CH:29][CH:30]=2)[CH2:21][CH2:20]1. Given the product [Cl:1][C:2]1[CH:3]=[CH:4][C:5]([C:8]2([C:12]([NH:15][CH2:16][CH2:17][CH2:18][N:19]3[CH2:24][CH2:23][CH:22]([C:25]4[CH:30]=[CH:29][CH:28]=[C:27]([NH:31][C:32](=[O:35])[CH2:33][CH3:34])[CH:26]=4)[CH2:21][CH2:20]3)=[O:14])[CH2:9][CH2:10][CH2:11]2)=[CH:6][CH:7]=1, predict the reactants needed to synthesize it. (4) The reactants are: [CH3:1][C:2]([O:7]O[Si](CC)(CC)CC)([CH3:6])[CH2:3]CO.[C:16]1(=[O:23])[CH2:21][CH2:20][C:19](=[O:22])[CH2:18][CH2:17]1.C1(C)C=CC(S(O)(=O)=[O:31])=CC=1. Given the product [CH3:1][C:2]1([CH3:6])[CH2:3][O:31][C:19]2([CH2:20][CH2:21][C:16](=[O:23])[CH2:17][CH2:18]2)[O:22][O:7]1, predict the reactants needed to synthesize it. (5) Given the product [Br:17][C:5]1[CH:6]=[C:7]2[C:12](=[N:13][C:4]=1[CH:3]([O:2][CH3:1])[O:15][CH3:16])[NH:11][CH:10]([CH3:14])[CH2:9][CH2:8]2, predict the reactants needed to synthesize it. The reactants are: [CH3:1][O:2][CH:3]([O:15][CH3:16])[C:4]1[N:13]=[C:12]2[C:7]([CH2:8][CH2:9][CH:10]([CH3:14])[NH:11]2)=[CH:6][CH:5]=1.[Br:17]C1C=C2C(=NC=1C(OC)OC)NCCC2.